From a dataset of Peptide-MHC class II binding affinity with 134,281 pairs from IEDB. Regression. Given a peptide amino acid sequence and an MHC pseudo amino acid sequence, predict their binding affinity value. This is MHC class II binding data. (1) The peptide sequence is LLVKYVNGDGDVVAV. The MHC is DRB1_0404 with pseudo-sequence DRB1_0404. The binding affinity (normalized) is 0.436. (2) The peptide sequence is AFKVAATAANAAPAL. The MHC is HLA-DPA10103-DPB10301 with pseudo-sequence HLA-DPA10103-DPB10301. The binding affinity (normalized) is 0.772. (3) The peptide sequence is LPRLIAFTSEHSHFS. The MHC is DRB5_0101 with pseudo-sequence DRB5_0101. The binding affinity (normalized) is 0.445. (4) The peptide sequence is SQDLELSLNLNGLQAY. The MHC is DRB1_0802 with pseudo-sequence DRB1_0802. The binding affinity (normalized) is 0.393. (5) The peptide sequence is IFSDAALHNMIDIMI. The MHC is DRB1_0101 with pseudo-sequence DRB1_0101. The binding affinity (normalized) is 0.